From a dataset of Full USPTO retrosynthesis dataset with 1.9M reactions from patents (1976-2016). Predict the reactants needed to synthesize the given product. (1) Given the product [C:24]([C:10]1[CH:11]=[C:12]2[C:16](=[CH:17][C:9]=1[O:8][CH3:7])[CH:15]([CH2:18][C:19]1[N:20]=[CH:21][NH:22][CH:23]=1)[CH2:14][CH2:13]2)([CH3:27])([CH3:26])[CH3:25], predict the reactants needed to synthesize it. The reactants are: S(=O)(=O)(O)O.Cl.[CH3:7][O:8][C:9]1[CH:17]=[C:16]2[C:12]([CH2:13][CH2:14][CH:15]2[CH2:18][C:19]2[N:20]=[CH:21][NH:22][CH:23]=2)=[CH:11][CH:10]=1.[C:24](O)([CH3:27])([CH3:26])[CH3:25].[OH-].[Na+]. (2) Given the product [CH2:1]([N:8]1[C:12]([NH:13][CH:17]2[CH2:18][CH2:19][O:14][CH2:15][CH2:16]2)=[CH:11][N:10]=[N:9]1)[C:2]1[CH:7]=[CH:6][CH:5]=[CH:4][CH:3]=1, predict the reactants needed to synthesize it. The reactants are: [CH2:1]([N:8]1[C:12]([NH2:13])=[CH:11][N:10]=[N:9]1)[C:2]1[CH:7]=[CH:6][CH:5]=[CH:4][CH:3]=1.[O:14]1[CH2:19][CH2:18][CH2:17][CH2:16][CH2:15]1.O1C=CC(=O)C=C1.C(O[BH-](OC(=O)C)OC(=O)C)(=O)C.[Na+]. (3) Given the product [Br:45][C:32]1[CH:33]=[CH:34][C:22]2[NH:21][C:20](=[O:35])[C@@H:19]([NH:18][C:17](=[O:36])[C@@H:16]([N:8]([CH3:7])[C:9](=[O:15])[O:10][C:11]([CH3:14])([CH3:12])[CH3:13])[CH3:37])[C:25]3([CH2:26][CH2:27][O:28][CH2:29][CH2:30]3)[O:24][C:23]=2[CH:31]=1, predict the reactants needed to synthesize it. The reactants are: C([O-])([O-])=O.[Cs+].[Cs+].[CH3:7][N:8]([C@@H:16]([CH3:37])[C:17](=[O:36])[NH:18][C@H:19]1[C:25]2([CH2:30][CH2:29][O:28][CH2:27][CH2:26]2)[O:24][C:23]2[CH:31]=[CH:32][CH:33]=[CH:34][C:22]=2[NH:21][C:20]1=[O:35])[C:9](=[O:15])[O:10][C:11]([CH3:14])([CH3:13])[CH3:12].C1C(=O)N([Br:45])C(=O)C1. (4) Given the product [Br:14][C:15]1[CH:16]=[CH:17][C:18]([CH2:23][CH3:24])=[C:19]([CH:22]=1)[CH:20]=[C:5]1[C:4]([CH3:9])([CH3:8])[O:3][C:2]([CH3:10])([CH3:1])[C:6]1=[O:7], predict the reactants needed to synthesize it. The reactants are: [CH3:1][C:2]1([CH3:10])[C:6](=[O:7])[CH2:5][C:4]([CH3:9])([CH3:8])[O:3]1.C[O-].[Na+].[Br:14][C:15]1[CH:16]=[CH:17][C:18]([CH2:23][CH3:24])=[C:19]([CH:22]=1)[CH:20]=O. (5) Given the product [ClH:34].[CH3:35][C:25]1[CH:30]=[CH:29][C:28]([S:31]([NH:19][C:11]2[CH:10]=[CH:9][C:8]([N:5]3[CH2:6][CH2:7][N:2]([CH3:1])[CH2:3][CH2:4]3)=[CH:13][C:12]=2[NH:14][S:15]([CH3:18])(=[O:17])=[O:16])(=[O:33])=[O:32])=[CH:27][CH:26]=1, predict the reactants needed to synthesize it. The reactants are: [CH3:1][N:2]1[CH2:7][CH2:6][N:5]([C:8]2[CH:9]=[CH:10][C:11]([N+:19]([O-])=O)=[C:12]([NH:14][S:15]([CH3:18])(=[O:17])=[O:16])[CH:13]=2)[CH2:4][CH2:3]1.O.NN.[C:25]1([CH3:35])[CH:30]=[CH:29][C:28]([S:31]([Cl:34])(=[O:33])=[O:32])=[CH:27][CH:26]=1.C(Cl)Cl.CO. (6) Given the product [Cl:1][C:2]1[C:7]2[N:8]=[CH:9][N:10]([CH3:11])[C:6]=2[C:5]([C:12]([N:42]2[CH2:43][CH2:45][O:31][CH2:40][CH2:39]2)=[O:14])=[CH:4][N:3]=1, predict the reactants needed to synthesize it. The reactants are: [Cl:1][C:2]1[C:7]2[N:8]=[CH:9][N:10]([CH3:11])[C:6]=2[C:5]([C:12]([OH:14])=O)=[CH:4][N:3]=1.F[P-](F)(F)(F)(F)F.N1([O:31]C(N(C)C)=[N+](C)C)C2C=CC=CC=2N=N1.[CH:39]([N:42](CC)[CH:43]([CH3:45])C)(C)[CH3:40]. (7) The reactants are: Br[CH2:2][C:3]1[CH:8]=[CH:7][C:6]([CH2:9][C:10]([O-:12])=[O:11])=[CH:5][CH:4]=1.[B:13]1([B:13]2[O:17][C:16]([CH3:19])([CH3:18])[C:15]([CH3:21])([CH3:20])[O:14]2)[O:17][C:16]([CH3:19])([CH3:18])[C:15]([CH3:21])([CH3:20])[O:14]1.[C:31]([O-])([O-])=O.[K+].[K+].O1CCOCC1. Given the product [CH3:20][C:15]1([CH3:21])[C:16]([CH3:19])([CH3:18])[O:17][B:13]([CH2:2][C:3]2[CH:8]=[CH:7][C:6]([CH2:9][C:10]([O:12][CH3:31])=[O:11])=[CH:5][CH:4]=2)[O:14]1, predict the reactants needed to synthesize it.